This data is from Antibody developability classification from SAbDab with 2,409 antibodies. The task is: Regression/Classification. Given an antibody's heavy chain and light chain sequences, predict its developability. TAP uses regression for 5 developability metrics; SAbDab uses binary classification. (1) The antibody is ['EVQLVESGGGLVQPGGSLRLSCAASGFTFSSYSMNWVRQAPGKGLEWVSYISSSSSTIYYADSVKGRFTISRDNAKNSLYLQMNSLRAEDTAVYYCARVEYYYDSSGYYYDFDYWGQGTLVTVSS', 'DIVMTQSPLSLPVTPGEPASISCRSSQSLLHSNGYNYLDWYLQKPGQSPQLLIYLGSNRASGVPDRFSGSGSGTDFTLKISRVEAEDVGVYYCMQALQTPTFGQGTRLEIK']. Result: 0 (not developable). (2) The antibody is ['QVQLVQSGAEVKKPGESLKISCKVSGYNFASEWIGWVRQMPGKGLEWMGIIYPGDSDTKYSPSFQGQVIISADKSINTAYLQWSSLKASDTAIYYCARQNHYGSGSYFYRTAYYYAMDVWGQGTTVTVSS', 'DIQLTQSPSSLSASVGDRVTITCRASQSIGSYLNWYQQKPGKAPKLLIYAASTLQSGVPSRFSGSGSGTDFTLTISSLQPEDSATYYCQQSYSTPFTFGPGTKVDIR']. Result: 0 (not developable). (3) The antibody is ['QVQLVQSGAEVKKPGSSVKVSCKASGGTLNSYEITWVRQAPGQGLEWMGGITPIFETTYAQKFQGRVTITADESTSTTYMELSSLRPEDTAVYYCARDGVRYCGGGRCYNWFDPWGQGTLVTVSS', 'DIQMTQSPSSLSASVGDRVTITCRAGQNINNYLNWYQQKPGKAPKVLIYAASNLQSGVPSRFSGSGSGTDFTLTISSLQPEDFATYYCQQSHSTVRTFGQGTKVEIK']. Result: 1 (developable). (4) The antibody is ['EVQLQQSGPELVKPGASMKTSCKVSGYSFTGYIMNWVKQRHGKNLEWIGLINPNTGYTTYNQKFKGKATLTVDKSSSTAYMELLSLTSEDSAIYYCTRGNYVFDYWGQGTTLTVSS', 'QIVLTQSPAIMSASPGEKVTMTCSASSSVSYMHWYQQKSGTSPKRWIYDTSKLASGVPARFSGSGSGTSYSLTISSMEAEDAATYYCQQWSNSPPTFGAGAKLELK']. Result: 0 (not developable). (5) The antibody is ['QVTLKESGPGILQPSQTLSLTCSFSGFSLSTSNMGVVWIRQPSGKGLEWLLHILWNDGKFYNPALKSRLTISKDTYNNQVFLKIANVDTADTATYYCARLFTTTTSGYFDVWGAGTTVTVSS', 'DIQMTQSPASLSASVGETVTITCRASGNIYNYLAWYQQKQGKSPQLLVYNAKTLADGVPSRFSGSGSGTQYSLKINSLQPEDFGSYFCQHFWDTPWTFGGGTKLEIK']. Result: 0 (not developable). (6) The antibody is ['QVQLLESGPELVEPGASVKVSCKASAYSITDFNIYWVKQSHGKNLEWIGGIDPHNGGPVYNQKFNGKATLTVDKSSSTAFMHLNSLTSEDSAVYYCAIFYGNFFDYWGPGTTVTVSS', 'ELVMTQSPKFMSTSVGDRVSVTCKASQNVGTHVAWYQQKPGQSPKTLIYSASYRYSGVPDRFTGSGSGTDFTLTIRDVQSEDAAEYFCQQYNLFPVTFGGGTKLEIK']. Result: 0 (not developable).